Task: Predict the product of the given reaction.. Dataset: Forward reaction prediction with 1.9M reactions from USPTO patents (1976-2016) (1) Given the reactants [N:1]1([CH2:7][CH2:8][CH2:9][OH:10])[CH2:6][CH2:5][O:4][CH2:3][CH2:2]1.[C:11]1([CH3:21])[CH:16]=[CH:15][C:14]([S:17](Cl)(=[O:19])=[O:18])=[CH:13][CH:12]=1, predict the reaction product. The product is: [N:1]1([CH2:7][CH2:8][CH2:9][O:10][S:17]([C:14]2[CH:15]=[CH:16][C:11]([CH3:21])=[CH:12][CH:13]=2)(=[O:19])=[O:18])[CH2:6][CH2:5][O:4][CH2:3][CH2:2]1. (2) Given the reactants C(OC([N:8]1[CH:13]2[CH2:14][CH2:15][CH:9]1[CH2:10][C:11](=[CH:16][CH2:17][O:18][CH2:19][CH:20]1[CH2:22][CH2:21]1)[CH2:12]2)=O)(C)(C)C.C(O)(C(F)(F)F)=O, predict the reaction product. The product is: [CH:20]1([CH2:19][O:18][CH2:17][CH:16]=[C:11]2[CH2:12][CH:13]3[NH:8][CH:9]([CH2:15][CH2:14]3)[CH2:10]2)[CH2:22][CH2:21]1. (3) Given the reactants [CH3:1][C:2]1[N:6]2[CH:7]=[CH:8][C:9]3[CH2:10][CH2:11][CH2:12][CH2:13][C:14]=3[C:5]2=[N:4][C:3]=1[CH2:15]O.S(Cl)([Cl:19])=O, predict the reaction product. The product is: [Cl:19][CH2:15][C:3]1[N:4]=[C:5]2[C:14]3[CH2:13][CH2:12][CH2:11][CH2:10][C:9]=3[CH:8]=[CH:7][N:6]2[C:2]=1[CH3:1]. (4) Given the reactants [C:1]([O:5][C:6]([NH:8][C@@H:9]([CH2:13][C:14]1[CH:19]=[CH:18][C:17]([I:20])=[CH:16][CH:15]=1)[C:10](O)=[O:11])=[O:7])([CH3:4])([CH3:3])[CH3:2].C([N:23]1CCOCC1)C.CN(C(ON1N=NC2C=CC=CC1=2)=[N+](C)C)C.[B-](F)(F)(F)F.N, predict the reaction product. The product is: [NH2:23][C:10](=[O:11])[C@@H:9]([NH:8][C:6](=[O:7])[O:5][C:1]([CH3:4])([CH3:3])[CH3:2])[CH2:13][C:14]1[CH:19]=[CH:18][C:17]([I:20])=[CH:16][CH:15]=1. (5) Given the reactants [C:1]([C@H:5]1[CH2:10][CH2:9][C@H:8]([C:11]([OH:13])=O)[CH2:7][CH2:6]1)([O:3][CH3:4])=[O:2].S(Cl)(Cl)=O.[I-].[CH3:19][O:20][C:21]1[CH:26]=[CH:25][CH:24]=[CH:23][C:22]=1[Zn+], predict the reaction product. The product is: [CH3:4][O:3][C:1]([CH:5]1[CH2:6][CH2:7][CH:8]([C:11](=[O:13])[C:22]2[CH:23]=[CH:24][CH:25]=[CH:26][C:21]=2[O:20][CH3:19])[CH2:9][CH2:10]1)=[O:2]. (6) Given the reactants [N:1]1([C:5]([C:7]2[O:8][C:9]3[C:15]([N:16]4[CH2:21][CH2:20][NH:19][CH2:18][CH2:17]4)=[CH:14][CH:13]=[CH:12][C:10]=3[CH:11]=2)=[O:6])[CH2:4][CH2:3][CH2:2]1.Br[CH2:23][CH2:24][C:25]1[CH:26]=[C:27]2[C:31](=[CH:32][CH:33]=1)[N:30]([C:34](=[O:36])[CH3:35])[CH2:29][CH2:28]2.C(=O)([O-])[O-].[K+].[K+], predict the reaction product. The product is: [N:1]1([C:5]([C:7]2[O:8][C:9]3[C:15]([N:16]4[CH2:17][CH2:18][N:19]([CH2:23][CH2:24][C:25]5[CH:26]=[C:27]6[C:31](=[CH:32][CH:33]=5)[N:30]([C:34](=[O:36])[CH3:35])[CH2:29][CH2:28]6)[CH2:20][CH2:21]4)=[CH:14][CH:13]=[CH:12][C:10]=3[CH:11]=2)=[O:6])[CH2:4][CH2:3][CH2:2]1. (7) The product is: [CH2:13]([O:3][C:4]1[CH:12]=[C:11]2[C:7]([CH:8]=[CH:9][NH:10]2)=[CH:6][CH:5]=1)[CH3:14]. Given the reactants [H-].[Na+].[OH:3][C:4]1[CH:12]=[C:11]2[C:7]([CH:8]=[CH:9][NH:10]2)=[CH:6][CH:5]=1.[CH2:13](I)[CH3:14], predict the reaction product. (8) Given the reactants BrBr.[Cl:3][C:4]1[C:13]2[C:8](=[CH:9][CH:10]=[CH:11][CH:12]=2)[N:7]=[C:6](C(N)=O)[CH:5]=1.Cl.Cl.Cl.COC(C1C=C(N2CCN([C@@H]3CN[C@H](C(N4CCSC4)=O)C3)CC2)C2C(=CC=CC=2)[N:25]=1)=O, predict the reaction product. The product is: [NH2:25][C:6]1[CH:5]=[C:4]([Cl:3])[C:13]2[C:8](=[CH:9][CH:10]=[CH:11][CH:12]=2)[N:7]=1. (9) Given the reactants ClC1C=CC=CC=1[C:8]1[C:16]2[C:11](=[CH:12][CH:13]=[C:14]([C:17](O)=[O:18])[CH:15]=2)[N:10]([C:20]2[CH:25]=[CH:24][C:23]([CH3:26])=[CH:22][CH:21]=2)[N:9]=1.[ClH:27].Cl.[CH3:29][C:30]1[N:34]=[C:33]([C@H:35]([NH2:37])[CH3:36])[O:32][N:31]=1.Cl.CN(C)[CH2:41][CH2:42][CH2:43]N=C=NCC.ON1[C:55]2N=CC=[CH:59][C:54]=2N=N1.CN1CCOCC1, predict the reaction product. The product is: [Cl:27][C:41]1[CH:42]=[CH:43][CH:59]=[CH:54][C:55]=1[N:9]1[CH2:8][C:16]2[C:11](=[CH:12][CH:13]=[C:14]([C:17]([NH:37][C@@H:35]([C:33]3[O:32][N:31]=[C:30]([CH3:29])[N:34]=3)[CH3:36])=[O:18])[CH:15]=2)[N:10]1[C:20]1[CH:21]=[CH:22][C:23]([CH3:26])=[CH:24][CH:25]=1.